From a dataset of Full USPTO retrosynthesis dataset with 1.9M reactions from patents (1976-2016). Predict the reactants needed to synthesize the given product. (1) Given the product [OH:8][CH2:9][CH2:10][CH2:11][CH2:12][CH2:13][CH:14]([C:15]([O:17][C:18]([CH3:21])([CH3:20])[CH3:19])=[O:16])[C:22]([O:24][C:25]([CH3:27])([CH3:28])[CH3:26])=[O:23], predict the reactants needed to synthesize it. The reactants are: [Si]([O:8][CH2:9][CH2:10][CH2:11][CH2:12][CH2:13][CH:14]([C:22]([O:24][C:25]([CH3:28])([CH3:27])[CH3:26])=[O:23])[C:15]([O:17][C:18]([CH3:21])([CH3:20])[CH3:19])=[O:16])(C(C)(C)C)(C)C.CCCC[N+](CCCC)(CCCC)CCCC.[F-]. (2) The reactants are: [C:1]([N:20]1[CH2:26][C:25]2[CH:27]=[CH:28][CH:29]=[CH:30][C:24]=2[NH:23][CH2:22][CH2:21]1)([C:14]1[CH:19]=[CH:18][CH:17]=[CH:16][CH:15]=1)([C:8]1[CH:13]=[CH:12][CH:11]=[CH:10][CH:9]=1)[C:2]1[CH:7]=[CH:6][CH:5]=[CH:4][CH:3]=1.[C:31](O[C:31]([O:33][C:34]([CH3:37])([CH3:36])[CH3:35])=[O:32])([O:33][C:34]([CH3:37])([CH3:36])[CH3:35])=[O:32].C1(C)C=CC=CC=1.N. Given the product [C:1]([N:20]1[CH2:26][C:25]2[CH:27]=[CH:28][CH:29]=[CH:30][C:24]=2[N:23]([C:31]([O:33][C:34]([CH3:37])([CH3:36])[CH3:35])=[O:32])[CH2:22][CH2:21]1)([C:14]1[CH:19]=[CH:18][CH:17]=[CH:16][CH:15]=1)([C:2]1[CH:7]=[CH:6][CH:5]=[CH:4][CH:3]=1)[C:8]1[CH:9]=[CH:10][CH:11]=[CH:12][CH:13]=1, predict the reactants needed to synthesize it. (3) Given the product [OH:14][CH2:13][C:12]1[CH:11]=[C:10]([CH:19]=[CH:18][CH:17]=1)[CH2:9][NH:8][C:6](=[O:7])[O:5][C:1]([CH3:3])([CH3:4])[CH3:2], predict the reactants needed to synthesize it. The reactants are: [C:1]([O:5][C:6]([NH:8][CH2:9][C:10]1[CH:11]=[C:12]([CH:17]=[CH:18][CH:19]=1)[C:13](OC)=[O:14])=[O:7])([CH3:4])([CH3:3])[CH3:2].C1(C)C=CC=CC=1.[H-].COCCO[Al+]OCCOC.[Na+].[H-].[OH-].[Na+]. (4) The reactants are: [CH3:1][N:2]([CH3:32])[CH:3]1[CH2:7][CH2:6][N:5]([C:8]2[CH:13]=[CH:12][C:11]([NH:14][C:15]([N:17]3[CH2:22][CH:21]=[C:20](B4OC(C)(C)C(C)(C)O4)[CH2:19][CH2:18]3)=[O:16])=[CH:10][CH:9]=2)[CH2:4]1.Br[C:34]1[CH:35]=[C:36]([CH:39]=[CH:40][CH:41]=1)[C:37]#[N:38]. Given the product [CH3:1][N:2]([CH3:32])[CH:3]1[CH2:7][CH2:6][N:5]([C:8]2[CH:13]=[CH:12][C:11]([NH:14][C:15]([N:17]3[CH2:22][CH:21]=[C:20]([C:34]4[CH:41]=[CH:40][CH:39]=[C:36]([C:37]#[N:38])[CH:35]=4)[CH2:19][CH2:18]3)=[O:16])=[CH:10][CH:9]=2)[CH2:4]1, predict the reactants needed to synthesize it. (5) Given the product [CH3:1][C:2]1[CH:7]=[CH:6][N:5]([CH:8]2[CH2:13][CH2:12][CH:11]([N:16]3[CH2:19][CH:18]([NH:20][C:21]([CH2:23][NH:24][C:25](=[O:36])[C:26]4[CH:31]=[CH:30][CH:29]=[C:28]([C:32]([F:35])([F:33])[F:34])[CH:27]=4)=[O:22])[CH2:17]3)[CH2:10][CH2:9]2)[C:4](=[O:15])[CH:3]=1, predict the reactants needed to synthesize it. The reactants are: [CH3:1][C:2]1[CH:7]=[CH:6][N:5]([CH:8]2[CH2:13][CH2:12][C:11](=O)[CH2:10][CH2:9]2)[C:4](=[O:15])[CH:3]=1.[NH:16]1[CH2:19][CH:18]([NH:20][C:21]([CH2:23][NH:24][C:25](=[O:36])[C:26]2[CH:31]=[CH:30][CH:29]=[C:28]([C:32]([F:35])([F:34])[F:33])[CH:27]=2)=[O:22])[CH2:17]1. (6) Given the product [Cl:46][C:45]1[CH:44]=[CH:43][CH:42]=[C:41]([Cl:47])[C:40]=1[C:33]1[C:32]([CH2:31][O:1][C:2]2[CH:3]=[CH:4][C:5]([C:8]3[CH:9]=[C:10]4[C:15](=[CH:16][CH:17]=3)[O:14][C:13]([C:18]([O:20][CH2:21][CH3:22])=[O:19])=[CH:12][C:11]4=[O:23])=[CH:6][CH:7]=2)=[C:36]([CH:37]([CH3:39])[CH3:38])[O:35][N:34]=1, predict the reactants needed to synthesize it. The reactants are: [OH:1][C:2]1[CH:7]=[CH:6][C:5]([C:8]2[CH:9]=[C:10]3[C:15](=[CH:16][CH:17]=2)[O:14][C:13]([C:18]([O:20][CH2:21][CH3:22])=[O:19])=[CH:12][C:11]3=[O:23])=[CH:4][CH:3]=1.C(=O)([O-])[O-].[Cs+].[Cs+].Cl[CH2:31][C:32]1[C:33]([C:40]2[C:45]([Cl:46])=[CH:44][CH:43]=[CH:42][C:41]=2[Cl:47])=[N:34][O:35][C:36]=1[CH:37]([CH3:39])[CH3:38]. (7) Given the product [Cl:25][C:10]1[CH:11]=[CH:12][C:13]2[CH2:14][NH:15][CH2:16][CH:17]([C:19]3[S:20][CH:21]=[C:22]([CH3:24])[N:23]=3)[O:18][C:8]=2[N:9]=1, predict the reactants needed to synthesize it. The reactants are: CC(C)([O-])C.[Na+].Cl[C:8]1[C:13]([CH2:14][NH:15][CH2:16][CH:17]([C:19]2[S:20][CH:21]=[C:22]([CH3:24])[N:23]=2)[OH:18])=[CH:12][CH:11]=[C:10]([Cl:25])[N:9]=1.O.